Predict the reaction yield, written as a fraction of the theoretical maximum amount of product (1.0 means a 100% yield; for example, 0.34 means a 34% yield). From a dataset of Reaction yield outcomes from USPTO patents with 853,638 reactions. The reactants are C[O:2][C:3]([C@H:5]1[CH2:10][CH2:9][C@H:8]([C:11]2[O:12][C:13]([Cl:17])=[C:14]([CH3:16])[N:15]=2)[CH2:7][CH2:6]1)=[O:4].[OH-].[Na+]. The catalyst is O1CCOCC1. The product is [Cl:17][C:13]1[O:12][C:11]([C@H:8]2[CH2:7][CH2:6][C@H:5]([C:3]([OH:4])=[O:2])[CH2:10][CH2:9]2)=[N:15][C:14]=1[CH3:16]. The yield is 0.910.